This data is from Blood-brain barrier penetration binary classification data from Martins et al.. The task is: Regression/Classification. Given a drug SMILES string, predict its absorption, distribution, metabolism, or excretion properties. Task type varies by dataset: regression for continuous measurements (e.g., permeability, clearance, half-life) or binary classification for categorical outcomes (e.g., BBB penetration, CYP inhibition). Dataset: bbb_martins. (1) The drug is CN1C(=O)C(O)N=C(c2ccccc2)c2cc(Cl)ccc21. The result is 1 (penetrates BBB). (2) The compound is CCC[C@@H]1O[C@@H]2C[C@H]3[C@@H]4C[C@H](F)C5=CC(=O)C=C[C@]5(C)C4(F)[C@@H](O)C[C@]3(C)[C@]2(C(=O)O[C@H](C)OC(=O)OCC)O1. The result is 1 (penetrates BBB). (3) The compound is CNC(C)C(=O)c1ccc(OC)cc1. The result is 0 (does not penetrate BBB). (4) The drug is CC1(C)NC(=O)C(/C=C/c2ccccc2)O1. The result is 1 (penetrates BBB).